Task: Predict the product of the given reaction.. Dataset: Forward reaction prediction with 1.9M reactions from USPTO patents (1976-2016) (1) Given the reactants [BH-](OC(C)=O)(OC(C)=O)OC(C)=O.[Na+].[NH2:15][C:16]1[CH:17]=[C:18]([CH:22]([OH:26])[CH2:23][C:24]#[N:25])[CH:19]=[CH:20][CH:21]=1.[CH:27](=O)[C:28]1[CH:33]=[CH:32][CH:31]=[CH:30][CH:29]=1, predict the reaction product. The product is: [CH2:27]([NH:15][C:16]1[CH:17]=[C:18]([CH:22]([OH:26])[CH2:23][C:24]#[N:25])[CH:19]=[CH:20][CH:21]=1)[C:28]1[CH:33]=[CH:32][CH:31]=[CH:30][CH:29]=1. (2) Given the reactants [OH:1][C:2]([C:4]([F:7])([F:6])[F:5])=[O:3].[F:8][C:9]1[CH:36]=[C:35]([F:37])[CH:34]=[CH:33][C:10]=1[O:11][CH:12]1[CH2:17][CH2:16][N:15]([C:18]2[N:19]=[C:20]3[CH2:31][CH2:30][NH:29][CH:28]([CH3:32])[C:21]3=[N:22][C:23]=2[NH:24][CH:25]([CH3:27])[CH3:26])[CH2:14][CH2:13]1.[CH3:38][N:39]([CH3:43])[C:40](Cl)=[O:41].CCN(C(C)C)C(C)C, predict the reaction product. The product is: [F:8][C:9]1[CH:36]=[C:35]([F:37])[CH:34]=[CH:33][C:10]=1[O:11][CH:12]1[CH2:13][CH2:14][N:15]([C:18]2[N:19]=[C:20]3[CH2:31][CH2:30][N:29]([C:40]([N:39]([CH3:43])[CH3:38])=[O:41])[CH:28]([CH3:32])[C:21]3=[N:22][C:23]=2[NH:24][CH:25]([CH3:27])[CH3:26])[CH2:16][CH2:17]1.[C:2]([OH:3])([C:4]([F:7])([F:6])[F:5])=[O:1]. (3) The product is: [F:26][C:27]1[CH:28]=[CH:29][C:30]([O:37][CH3:38])=[C:31]([C:33]2[N:34]=[C:18]([C:17]3[CH:21]=[CH:22][C:14]([N:9]4[CH2:10][CH2:11][CH2:12][CH2:13][CH:8]4[CH3:7])=[C:15]([N+:23]([O-:25])=[O:24])[CH:16]=3)[O:20][N:35]=2)[CH:32]=1. Given the reactants C(Cl)(=O)C(Cl)=O.[CH3:7][CH:8]1[CH2:13][CH2:12][CH2:11][CH2:10][N:9]1[C:14]1[CH:22]=[CH:21][C:17]([C:18]([OH:20])=O)=[CH:16][C:15]=1[N+:23]([O-:25])=[O:24].[F:26][C:27]1[CH:28]=[CH:29][C:30]([O:37][CH3:38])=[C:31]([C:33](=[N:35]O)[NH2:34])[CH:32]=1.CCN(C(C)C)C(C)C, predict the reaction product. (4) Given the reactants [C:1]([O:6][C:7]12[CH2:16][CH:11]3[CH2:12][CH:13]([CH2:15][C:9]([O:17]S(C)(=O)=O)([CH2:10]3)[CH2:8]1)[CH2:14]2)(=[O:5])[C:2]([CH3:4])=[CH2:3].[F:22][C:23]1([F:40])[C:28]([CH2:30]O)([F:29])[C:27]([F:33])([F:32])[C:26]([F:35])([F:34])[C:25]([F:37])([F:36])[C:24]1([F:39])[F:38].P([O-])(O)(O)=O.[Na+].C1(=O)OCCC1, predict the reaction product. The product is: [C:1]([O:6][C:7]12[CH2:16][CH:11]3[CH2:12][CH:13]([CH2:15][C:9]([O:17][CH2:30][C:28]4([F:29])[C:27]([F:33])([F:32])[C:26]([F:35])([F:34])[C:25]([F:36])([F:37])[C:24]([F:38])([F:39])[C:23]4([F:22])[F:40])([CH2:10]3)[CH2:8]1)[CH2:14]2)(=[O:5])[C:2]([CH3:4])=[CH2:3]. (5) Given the reactants N1[C:5]2=[N:6]C=C[CH:9]=[C:4]2[CH2:3]C1=O.[CH3:14][N:15]([CH3:17])[CH2:13][CH2:14][N:15]([CH3:17])[CH3:13].[Li]CC[CH2:22][CH3:23].CI.C1C[O:29]CC1, predict the reaction product. The product is: [CH3:9][C:4]1([CH3:3])[C:13]2[C:14](=[N:15][CH:17]=[CH:22][CH:23]=2)[NH:6][C:5]1=[O:29]. (6) Given the reactants [Cl:1][C:2]1[CH:7]=[C:6]([Cl:8])[CH:5]=[CH:4][C:3]=1[C:9]1[N:10]=[C:11]([CH2:36][C:37]2[CH:42]=[CH:41][C:40](B3OC(C)(C)C(C)(C)O3)=[CH:39][CH:38]=2)[N:12]([C:14]2[CH:19]=[CH:18][C:17]([N:20]3[S:24](=[O:26])(=[O:25])[N:23]([CH2:27][O:28][CH2:29][CH2:30][Si:31]([CH3:34])([CH3:33])[CH3:32])[C:22](=[O:35])[CH2:21]3)=[CH:16][CH:15]=2)[CH:13]=1.Br[C:53]1[CH:58]=[CH:57][C:56]([Br:59])=[CH:55][N:54]=1, predict the reaction product. The product is: [Br:59][C:56]1[CH:57]=[CH:58][C:53]([C:40]2[CH:39]=[CH:38][C:37]([CH2:36][C:11]3[N:12]([C:14]4[CH:19]=[CH:18][C:17]([N:20]5[S:24](=[O:25])(=[O:26])[N:23]([CH2:27][O:28][CH2:29][CH2:30][Si:31]([CH3:32])([CH3:33])[CH3:34])[C:22](=[O:35])[CH2:21]5)=[CH:16][CH:15]=4)[CH:13]=[C:9]([C:3]4[CH:4]=[CH:5][C:6]([Cl:8])=[CH:7][C:2]=4[Cl:1])[N:10]=3)=[CH:42][CH:41]=2)=[N:54][CH:55]=1. (7) Given the reactants C(O[C:6]([N:8](C)[CH:9]([CH3:39])[C:10]([NH:12][CH:13]([C:35]([CH3:38])([CH3:37])[CH3:36])[C:14]([N:16]1[CH2:20][CH2:19][CH:18]([O:21][C:22](=[O:24])[CH3:23])[CH:17]1[CH2:25][C:26]1[C:34]2[C:29](=[N:30][CH:31]=[CH:32][CH:33]=2)[NH:28][CH:27]=1)=[O:15])=[O:11])=O)(C)(C)C.C(O)(C(F)(F)F)=O, predict the reaction product. The product is: [CH3:37][C:35]([CH3:36])([CH3:38])[CH:13]([NH:12][C:10](=[O:11])[CH:9]([NH:8][CH3:6])[CH3:39])[C:14]([N:16]1[CH2:20][CH2:19][CH:18]([O:21][C:22](=[O:24])[CH3:23])[CH:17]1[CH2:25][C:26]1[C:34]2[C:29](=[N:30][CH:31]=[CH:32][CH:33]=2)[NH:28][CH:27]=1)=[O:15].